This data is from Forward reaction prediction with 1.9M reactions from USPTO patents (1976-2016). The task is: Predict the product of the given reaction. (1) Given the reactants [NH2:1][C:2]1[CH:3]=[N:4][CH:5]=[CH:6][CH:7]=1.[Li+].CC([N-]C(C)C)C.Cl[C:17]1[N:22]=[C:21]([N:23]2[CH2:28][CH2:27][O:26][CH2:25][CH2:24]2)[N:20]=[C:19]([N:29]2[C:33]3[CH:34]=[CH:35][CH:36]=[CH:37][C:32]=3[N:31]=[C:30]2[S:38][CH3:39])[N:18]=1.CC(O)=O, predict the reaction product. The product is: [CH3:39][S:38][C:30]1[N:29]([C:19]2[N:20]=[C:21]([N:23]3[CH2:28][CH2:27][O:26][CH2:25][CH2:24]3)[N:22]=[C:17]([NH:1][C:2]3[CH:3]=[N:4][CH:5]=[CH:6][CH:7]=3)[N:18]=2)[C:33]2[CH:34]=[CH:35][CH:36]=[CH:37][C:32]=2[N:31]=1. (2) The product is: [Cl:10][C:11]1[CH:16]=[CH:15][C:14]([CH2:17][C:18]([NH:70][S:67]([CH3:66])(=[O:69])=[O:68])=[O:19])=[CH:13][C:12]=1[O:21][C:22]1[CH:27]=[CH:26][C:25]([S:28]([CH3:31])(=[O:30])=[O:29])=[CH:24][C:23]=1[Cl:32]. Given the reactants CCN(C(C)C)C(C)C.[Cl:10][C:11]1[CH:16]=[CH:15][C:14]([CH2:17][C:18](O)=[O:19])=[CH:13][C:12]=1[O:21][C:22]1[CH:27]=[CH:26][C:25]([S:28]([CH3:31])(=[O:30])=[O:29])=[CH:24][C:23]=1[Cl:32].C1CN([P+](ON2N=NC3C=CC=CC2=3)(N2CCCC2)N2CCCC2)CC1.F[P-](F)(F)(F)(F)F.[CH3:66][S:67]([NH2:70])(=[O:69])=[O:68].[OH-].[Na+], predict the reaction product. (3) Given the reactants [C:1]([O:4][C@H:5]([C:43]1[CH:48]=[CH:47][C:46]([F:49])=[CH:45][CH:44]=1)[CH2:6][CH2:7][C@H:8]1[C:11](=[O:12])[N:10]([C:13]2[CH:18]=[CH:17][C:16]([CH2:19][CH2:20][CH:21]=O)=[CH:15][CH:14]=2)[C@@H:9]1[C:23]1[CH:28]=[CH:27][C:26]([CH2:29][CH2:30][C:31]2([O:39][C:40](=[O:42])[CH3:41])[CH2:36][O:35][C:34]([CH3:38])([CH3:37])[O:33][CH2:32]2)=[CH:25][CH:24]=1)(=[O:3])[CH3:2].[NH2:50][C:51]1[S:52][CH:53]=[CH:54][N:55]=1.C(O[BH-](OC(=O)C)OC(=O)C)(=O)C.[Na+], predict the reaction product. The product is: [C:1]([O:4][C@H:5]([C:43]1[CH:44]=[CH:45][C:46]([F:49])=[CH:47][CH:48]=1)[CH2:6][CH2:7][C@H:8]1[C:11](=[O:12])[N:10]([C:13]2[CH:14]=[CH:15][C:16]([CH2:19][CH2:20][CH2:21][NH:50][C:51]3[S:52][CH:53]=[CH:54][N:55]=3)=[CH:17][CH:18]=2)[C@@H:9]1[C:23]1[CH:28]=[CH:27][C:26]([CH2:29][CH2:30][C:31]2([O:39][C:40](=[O:42])[CH3:41])[CH2:36][O:35][C:34]([CH3:38])([CH3:37])[O:33][CH2:32]2)=[CH:25][CH:24]=1)(=[O:3])[CH3:2]. (4) Given the reactants [C:1]1([CH:7]2[O:11][N:10]=[C:9]([C:12]3[N:13]=[C:14]([CH:17]4[CH2:22][CH2:21][N:20]([C:23](=[S:33])[NH:24][C:25]5[CH:30]=[C:29]([CH3:31])[CH:28]=[CH:27][C:26]=5[CH3:32])[CH2:19][CH2:18]4)[S:15][CH:16]=3)[CH2:8]2)[CH:6]=[CH:5][CH:4]=[CH:3][CH:2]=1.[CH3:34]I, predict the reaction product. The product is: [C:1]1([CH:7]2[O:11][N:10]=[C:9]([C:12]3[N:13]=[C:14]([CH:17]4[CH2:18][CH2:19][N:20]([C:23]([S:33][CH3:34])=[N:24][C:25]5[CH:30]=[C:29]([CH3:31])[CH:28]=[CH:27][C:26]=5[CH3:32])[CH2:21][CH2:22]4)[S:15][CH:16]=3)[CH2:8]2)[CH:6]=[CH:5][CH:4]=[CH:3][CH:2]=1. (5) Given the reactants C(O[C:7]12[CH2:16][CH:11]3[CH2:12][CH:13]([CH2:15][C:9](O)([CH2:10]3)[CH2:8]1)[CH2:14]2)(=O)C(C)=C.[C:18]([O:23]C1CCOC1=O)(=[O:22])[C:19]([CH3:21])=[CH2:20].N(C(C)(C)C#N)=N[C:32](C)(C)[C:33]#N.N(C(C)(CC(C)C)C#N)=NC(C)(CC(C)C)C#N, predict the reaction product. The product is: [C:18]([O:23][C:16]1([CH2:32][CH3:33])[CH:7]2[CH2:8][CH:9]3[CH2:15][CH:13]([CH2:12][CH:11]1[CH2:10]3)[CH2:14]2)(=[O:22])[C:19]([CH3:21])=[CH2:20]. (6) Given the reactants [N:1]1([CH2:6][C:7]([OH:9])=O)[CH:5]=[N:4][CH:3]=[N:2]1.[F:10][C:11]1[CH:41]=[CH:40][C:14]([O:15][C:16]2[CH:21]=[CH:20][C:19]([NH:22][C:23]([C@@H:25]3[CH2:29][C@@H:28]([CH2:30][C:31]4[C:36]([F:37])=[CH:35][C:34]([F:38])=[CH:33][C:32]=4[F:39])[CH2:27][NH:26]3)=[O:24])=[CH:18][CH:17]=2)=[CH:13][CH:12]=1, predict the reaction product. The product is: [N:1]1([CH2:6][C:7]([N:26]2[CH2:27][C@H:28]([CH2:30][C:31]3[C:36]([F:37])=[CH:35][C:34]([F:38])=[CH:33][C:32]=3[F:39])[CH2:29][C@H:25]2[C:23]([NH:22][C:19]2[CH:18]=[CH:17][C:16]([O:15][C:14]3[CH:13]=[CH:12][C:11]([F:10])=[CH:41][CH:40]=3)=[CH:21][CH:20]=2)=[O:24])=[O:9])[CH:5]=[N:4][CH:3]=[N:2]1. (7) Given the reactants Cl[C:2]1[N:7]=[C:6]([Cl:8])[N:5]=[C:4]([C:9]2[CH:14]=[C:13]([Cl:15])[CH:12]=[CH:11][C:10]=2[CH3:16])[N:3]=1.[Br:17][C:18]1[CH:24]=[CH:23][C:21]([NH2:22])=[CH:20][CH:19]=1.O1CCCC1.C(N(C(C)C)CC)(C)C, predict the reaction product. The product is: [Br:17][C:18]1[CH:24]=[CH:23][C:21]([NH:22][C:2]2[N:7]=[C:6]([Cl:8])[N:5]=[C:4]([C:9]3[CH:14]=[C:13]([Cl:15])[CH:12]=[CH:11][C:10]=3[CH3:16])[N:3]=2)=[CH:20][CH:19]=1. (8) Given the reactants [CH3:1][N:2]1[C@@H:12]2[CH2:13][C:14]3[CH:19]=[CH:18][C:17]([OH:20])=[C:16]4[O:21][C@H:6]5[C:7]([CH2:9][CH2:10][C@:11]2([O:22][CH3:23])[C@:5]5([C:15]=34)[CH2:4][CH2:3]1)=[O:8].[CH3:24][I:25], predict the reaction product. The product is: [I-:25].[O:21]1[C@@H:6]2[C@@:5]34[CH2:4][CH2:3][N+:2]([CH3:24])([CH3:1])[C@@H:12]([C@:11]3([O:22][CH3:23])[CH2:10][CH2:9][C:7]2=[O:8])[CH2:13][C:14]2=[C:15]4[C:16]1=[C:17]([OH:20])[CH:18]=[CH:19]2. (9) Given the reactants [Cl:1][C:2]1[CH:3]=[C:4]([NH:9][C:10]([C:12]2[C:13]([CH2:17][CH2:18][CH2:19]CS([O-])(=O)=O)=[N:14][O:15][N:16]=2)=[O:11])[CH:5]=[CH:6][C:7]=1[F:8].CCN(C(C)C)C(C)C.[NH:34]1[CH2:39][CH2:38][O:37][CH2:36][CH2:35]1, predict the reaction product. The product is: [Cl:1][C:2]1[CH:3]=[C:4]([NH:9][C:10]([C:12]2[C:13]([CH2:17][CH2:18][CH2:19][N:34]3[CH2:39][CH2:38][O:37][CH2:36][CH2:35]3)=[N:14][O:15][N:16]=2)=[O:11])[CH:5]=[CH:6][C:7]=1[F:8]. (10) Given the reactants [F:1][C:2]([F:41])([F:40])[C:3]1[CH:4]=[C:5]([CH:33]=[C:34]([C:36]([F:39])([F:38])[F:37])[CH:35]=1)[CH2:6][N:7]([CH2:14][C:15]1[C:16]([NH:25][CH2:26][CH:27]2[CH2:32][CH2:31][CH2:30][CH2:29][CH2:28]2)=[N:17][CH:18]=[C:19]([C:21]([F:24])([F:23])[F:22])[CH:20]=1)[C:8]1[N:9]=[N:10][N:11]([CH3:13])[N:12]=1.[H-].[Na+].[CH2:44](I)[CH3:45].[Cl-].[NH4+], predict the reaction product. The product is: [F:41][C:2]([F:40])([F:1])[C:3]1[CH:4]=[C:5]([CH:33]=[C:34]([C:36]([F:39])([F:38])[F:37])[CH:35]=1)[CH2:6][N:7]([CH2:14][C:15]1[C:16]([N:25]([CH2:26][CH:27]2[CH2:32][CH2:31][CH2:30][CH2:29][CH2:28]2)[CH2:44][CH3:45])=[N:17][CH:18]=[C:19]([C:21]([F:22])([F:23])[F:24])[CH:20]=1)[C:8]1[N:9]=[N:10][N:11]([CH3:13])[N:12]=1.